Dataset: Reaction yield outcomes from USPTO patents with 853,638 reactions. Task: Predict the reaction yield, written as a fraction of the theoretical maximum amount of product (1.0 means a 100% yield; for example, 0.34 means a 34% yield). (1) The reactants are Cl.[CH3:2][O:3][NH:4][CH3:5].CCN(C(C)C)C(C)C.[Cl:15][C:16]1[CH:17]=[N:18][C:19]2[C:24]([N:25]=1)=[CH:23][C:22]([C:26](Cl)=[O:27])=[CH:21][CH:20]=2.ClC1C=NC2C(=CC=C(C(Cl)=O)C=2)N=1. The catalyst is C(Cl)Cl. The product is [Cl:15][C:16]1[CH:17]=[N:18][C:19]2[C:24]([N:25]=1)=[CH:23][C:22]([C:26]([N:4]([O:3][CH3:2])[CH3:5])=[O:27])=[CH:21][CH:20]=2. The yield is 0.243. (2) The reactants are C([O-])([O-])=O.[K+].[K+].OC(C(F)(F)F)=O.[O:14]=[C:15]([N:32]1[CH2:37][CH2:36][NH:35][CH2:34][CH2:33]1)[CH2:16][NH:17][C:18]([C:20]1[CH:25]=[CH:24][C:23]([C:26]2[CH:31]=[CH:30][CH:29]=[CH:28][CH:27]=2)=[CH:22][CH:21]=1)=[O:19].[F:38][C:39]([F:49])([F:48])[C:40]1[CH:47]=[CH:46][CH:45]=[CH:44][C:41]=1[CH2:42]Br. The catalyst is CN(C=O)C. The product is [F:38][C:39]([F:48])([F:49])[C:40]1[CH:47]=[CH:46][CH:45]=[CH:44][C:41]=1[CH2:42][N:35]1[CH2:36][CH2:37][N:32]([C:15](=[O:14])[CH2:16][NH:17][C:18]([C:20]2[CH:21]=[CH:22][C:23]([C:26]3[CH:31]=[CH:30][CH:29]=[CH:28][CH:27]=3)=[CH:24][CH:25]=2)=[O:19])[CH2:33][CH2:34]1. The yield is 0.457. (3) The product is [F:24][C:12]1[CH:11]=[C:10]([CH2:9][N:6]2[C:7](=[O:8])[C:2]([C:36]3[CH:37]=[CH:38][C:33]([O:32][CH:29]([CH3:31])[CH3:30])=[CH:34][CH:35]=3)=[C:3]([CH3:28])[N:4]=[C:5]2[CH2:25][CH2:26][CH3:27])[CH:15]=[CH:14][C:13]=1[C:16]1[C:17]([C:22]#[N:23])=[CH:18][CH:19]=[CH:20][CH:21]=1. The catalyst is C(OCC)(=O)C.C1C=CC(P(C2C=CC=CC=2)[C-]2C=CC=C2)=CC=1.C1C=CC(P(C2C=CC=CC=2)[C-]2C=CC=C2)=CC=1.Cl[Pd]Cl.[Fe+2].ClCCl. The yield is 0.990. The reactants are Br[C:2]1[C:7](=[O:8])[N:6]([CH2:9][C:10]2[CH:15]=[CH:14][C:13]([C:16]3[C:17]([C:22]#[N:23])=[CH:18][CH:19]=[CH:20][CH:21]=3)=[C:12]([F:24])[CH:11]=2)[C:5]([CH2:25][CH2:26][CH3:27])=[N:4][C:3]=1[CH3:28].[CH:29]([O:32][C:33]1[CH:38]=[CH:37][C:36](B(O)O)=[CH:35][CH:34]=1)([CH3:31])[CH3:30].C(=O)([O-])[O-].[Cs+].[Cs+].O1CCOCC1. (4) The reactants are [Si]([C:5]1[S:6][CH:7]=[CH:8][N:9]=1)(C)(C)C.[C:10](Cl)(Cl)=[O:11].C1(C)C=CC=CC=1.[C:21]([NH:28][C:29]1[CH:34]=[CH:33][C:32]([OH:35])=[CH:31][CH:30]=1)([O:23][C:24]([CH3:27])([CH3:26])[CH3:25])=[O:22].N1C=CC=CC=1. The catalyst is C(Cl)Cl. The product is [C:24]([O:23][C:21]([NH:28][C:29]1[CH:30]=[CH:31][C:32]([O:35][C:10]([C:5]2[S:6][CH:7]=[CH:8][N:9]=2)=[O:11])=[CH:33][CH:34]=1)=[O:22])([CH3:27])([CH3:25])[CH3:26]. The yield is 0.120. (5) The reactants are [O:1]1[CH:5]=[N:4][N:3]=[C:2]1[C:6]1[CH:11]=[CH:10][C:9]([OH:12])=[CH:8][CH:7]=1.C(N(CC)CC)C.[S:20](Cl)([C:23]([F:26])([F:25])[F:24])(=[O:22])=[O:21].CCOC(C)=O. The catalyst is C(Cl)Cl. The product is [F:24][C:23]([F:26])([F:25])[S:20]([O:12][C:9]1[CH:10]=[CH:11][C:6]([C:2]2[O:1][CH:5]=[N:4][N:3]=2)=[CH:7][CH:8]=1)(=[O:22])=[O:21]. The yield is 1.02. (6) The reactants are [CH2:1]([C@H:8]1[CH2:12][O:11][C:10](=[O:13])[N:9]1[C:14](=[O:20])[CH2:15][CH2:16][CH2:17][C:18]#[CH:19])[C:2]1[CH:7]=[CH:6][CH:5]=[CH:4][CH:3]=1.[Cl-].[Mg+2].[Cl-].[CH2:24](N(CC)CC)C.[Cl:31][C:32]1[N:37]=[CH:36][C:35]([CH:38]=[O:39])=[CH:34][CH:33]=1.Cl[Si](C)(C)C. The catalyst is C(OCC)(=O)C. The product is [CH2:1]([C@H:8]1[CH2:24][CH2:12][O:11][C:10](=[O:13])[N:9]1[C:14](=[O:20])[C@@H:15]([C@@H:38]([C:35]1[CH:36]=[N:37][C:32]([Cl:31])=[CH:33][CH:34]=1)[OH:39])[CH2:16][CH2:17][C:18]#[CH:19])[C:2]1[CH:3]=[CH:4][CH:5]=[CH:6][CH:7]=1. The yield is 0.880. (7) The reactants are Br[C:2]1[C:10]([O:11][CH3:12])=[C:9]([C:13]([CH3:16])([CH3:15])[CH3:14])[CH:8]=[C:7]2[C:3]=1[CH2:4][CH:5]([CH3:18])[C:6]2=[O:17].C([O-])([O-])=O.[Na+].[Na+].[C:25]1(B(O)O)[CH:30]=[CH:29][CH:28]=[CH:27][CH:26]=1.O. The catalyst is CC([O-])=O.CC([O-])=O.[Pd+2].C1C=CC(P(C2C=CC=CC=2)C2C=CC=CC=2)=CC=1.COCCOC. The product is [C:13]([C:9]1[CH:8]=[C:7]2[C:3]([CH2:4][CH:5]([CH3:18])[C:6]2=[O:17])=[C:2]([C:25]2[CH:30]=[CH:29][CH:28]=[CH:27][CH:26]=2)[C:10]=1[O:11][CH3:12])([CH3:16])([CH3:15])[CH3:14]. The yield is 0.980.